This data is from Full USPTO retrosynthesis dataset with 1.9M reactions from patents (1976-2016). The task is: Predict the reactants needed to synthesize the given product. Given the product [OH:1][C@@:2]1([C:9]#[C:10][C:11]2[CH:12]=[C:13]([N:17]3[C:21]4=[N:22][CH:23]=[N:24][CH:25]=[C:20]4[C:19]([C:26]([NH2:31])=[O:28])=[N:18]3)[CH:14]=[CH:15][CH:16]=2)[CH2:6][CH2:5][N:4]([CH3:7])[C:3]1=[O:8], predict the reactants needed to synthesize it. The reactants are: [OH:1][C@@:2]1([C:9]#[C:10][C:11]2[CH:12]=[C:13]([N:17]3[C:21]4=[N:22][CH:23]=[N:24][CH:25]=[C:20]4[C:19]([C:26]([O:28]CC)=O)=[N:18]3)[CH:14]=[CH:15][CH:16]=2)[CH2:6][CH2:5][N:4]([CH3:7])[C:3]1=[O:8].[NH3:31].